From a dataset of Full USPTO retrosynthesis dataset with 1.9M reactions from patents (1976-2016). Predict the reactants needed to synthesize the given product. (1) Given the product [Cl:36][C:13]1[CH:14]=[C:15]2[C:10](=[CH:11][CH:12]=1)[CH:9]=[C:8]([CH2:7][C:6]([OH:37])=[O:5])[C:17]([CH3:18])=[C:16]2[C:19]1[CH:20]=[CH:21][C:22]([S:25]([C:28]2[C:29]([F:35])=[CH:30][CH:31]=[CH:32][C:33]=2[F:34])(=[O:27])=[O:26])=[CH:23][CH:24]=1, predict the reactants needed to synthesize it. The reactants are: O.[OH-].[Li+].C[O:5][C:6](=[O:37])[CH2:7][C:8]1[C:17]([CH3:18])=[C:16]([C:19]2[CH:24]=[CH:23][C:22]([S:25]([C:28]3[C:33]([F:34])=[CH:32][CH:31]=[CH:30][C:29]=3[F:35])(=[O:27])=[O:26])=[CH:21][CH:20]=2)[C:15]2[C:10](=[CH:11][CH:12]=[C:13]([Cl:36])[CH:14]=2)[CH:9]=1. (2) Given the product [Cl:16][C:12]1[CH:11]=[C:10]([C:4]2[CH:3]=[C:2]([CH:27]([C:26]3[CH:29]=[CH:30][C:23]([F:22])=[CH:24][CH:25]=3)[OH:28])[CH:7]=[N:6][C:5]=2[O:8][CH3:9])[CH:15]=[CH:14][CH:13]=1, predict the reactants needed to synthesize it. The reactants are: Br[C:2]1[CH:3]=[C:4]([C:10]2[CH:15]=[CH:14][CH:13]=[C:12]([Cl:16])[CH:11]=2)[C:5]([O:8][CH3:9])=[N:6][CH:7]=1.[Li]CCCC.[F:22][C:23]1[CH:30]=[CH:29][C:26]([CH:27]=[O:28])=[CH:25][CH:24]=1. (3) Given the product [ClH:26].[F:1][C:2]1[CH:7]=[CH:6][C:5]([NH:8][C:9]([NH:10][O:11][CH:12]2[CH2:17][CH2:16][NH:15][CH2:14][CH2:13]2)=[O:25])=[CH:4][CH:3]=1, predict the reactants needed to synthesize it. The reactants are: [F:1][C:2]1[CH:7]=[CH:6][C:5]([NH:8][C:9](=[O:25])[NH:10][O:11][CH:12]2[CH2:17][CH2:16][N:15](C(OC(C)(C)C)=O)[CH2:14][CH2:13]2)=[CH:4][CH:3]=1.[ClH:26]. (4) Given the product [O:9]1[CH2:16][CH2:15][O:21][CH:8]1[C:6]1[CH:5]=[CH:4][CH:3]=[C:2]([CH3:1])[N:7]=1, predict the reactants needed to synthesize it. The reactants are: [CH3:1][C:2]1[N:7]=[C:6]([CH:8]=[O:9])[CH:5]=[CH:4][CH:3]=1.CC1C=CC(S(O)(=O)=O)=[CH:15][CH:16]=1.[OH2:21]. (5) Given the product [Cl:1][C:2]1[CH:7]=[CH:6][C:5]([C:8]2[C:9]3[N:10]([C:37]([CH2:38][CH3:39])=[N:36][N:35]=3)[N:11]([CH2:23][C:24]3[C:25]([CH3:34])=[N:26][C:27]([C:30]([F:31])([F:32])[F:33])=[CH:28][CH:29]=3)[C:12](=[O:22])[C:13]=2[C:14]2[CH:19]=[CH:18][C:17]([C:20]#[N:21])=[CH:16][CH:15]=2)=[CH:4][CH:3]=1, predict the reactants needed to synthesize it. The reactants are: [Cl:1][C:2]1[CH:7]=[CH:6][C:5]([C:8]2[C:9]([NH:35][NH:36][C:37](=O)[CH2:38][CH3:39])=[N:10][N:11]([CH2:23][C:24]3[C:25]([CH3:34])=[N:26][C:27]([C:30]([F:33])([F:32])[F:31])=[CH:28][CH:29]=3)[C:12](=[O:22])[C:13]=2[C:14]2[CH:19]=[CH:18][C:17]([C:20]#[N:21])=[CH:16][CH:15]=2)=[CH:4][CH:3]=1.O=P(Cl)(Cl)Cl. (6) Given the product [ClH:29].[F:1][C:2]1[CH:7]=[N:6][C:5]([N:8]2[CH2:16][C@@H:15]3[C@@:10]([C:18]4[S:19][CH:20]=[CH:21][CH:22]=4)([N:11]=[C:12]([NH2:17])[S:13][CH2:14]3)[CH2:9]2)=[N:4][CH:3]=1, predict the reactants needed to synthesize it. The reactants are: [F:1][C:2]1[CH:3]=[N:4][C:5]([N:8]2[CH2:16][C@@H:15]3[C@@:10]([C:18]4[S:19][CH:20]=[CH:21][CH:22]=4)([N:11]=[C:12]([NH2:17])[S:13][CH2:14]3)[CH2:9]2)=[N:6][CH:7]=1.COC(C)(C)C.[ClH:29]. (7) The reactants are: [C:1]([CH:4]1[CH2:7][C:6]2([CH2:12][CH2:11][N:10]([C:13]([O:15][C:16]([CH3:19])([CH3:18])[CH3:17])=[O:14])[CH2:9][CH2:8]2)[CH2:5]1)(=O)[NH2:2].COC1C=CC(P2(SP(C3C=CC(OC)=CC=3)(=S)S2)=[S:29])=CC=1. Given the product [NH2:2][C:1]([CH:4]1[CH2:7][C:6]2([CH2:12][CH2:11][N:10]([C:13]([O:15][C:16]([CH3:19])([CH3:18])[CH3:17])=[O:14])[CH2:9][CH2:8]2)[CH2:5]1)=[S:29], predict the reactants needed to synthesize it.